Dataset: Reaction yield outcomes from USPTO patents with 853,638 reactions. Task: Predict the reaction yield, written as a fraction of the theoretical maximum amount of product (1.0 means a 100% yield; for example, 0.34 means a 34% yield). (1) The reactants are [NH:1]1[C:5]2=[N:6][CH:7]=[CH:8][CH:9]=[C:4]2[CH:3]=[CH:2]1.[H-].[Na+].Cl[C:13]1[N:17]([CH3:18])[N:16]=[C:15]([CH3:19])[C:14]=1[CH:20]=[O:21].O. The catalyst is CN(C)C=O. The product is [CH3:18][N:17]1[C:13]([N:1]2[C:5]3=[N:6][CH:7]=[CH:8][CH:9]=[C:4]3[CH:3]=[CH:2]2)=[C:14]([CH:20]=[O:21])[C:15]([CH3:19])=[N:16]1. The yield is 0.530. (2) The reactants are [OH-:1].[Na+:2].CO.[CH:5]1[N:9]=[CH:8][N:7]([CH2:10][C:11]([P:17]([OH:20])([OH:19])=[O:18])([P:13]([OH:16])([OH:15])=[O:14])[OH:12])[CH:6]=1. The catalyst is O. The product is [CH:5]1[N:9]=[CH:8][N:7]([CH2:10][C:11]([P:13]([O-:16])([OH:15])=[O:14])([P:17]([O-:19])([OH:20])=[O:18])[OH:12])[CH:6]=1.[OH2:1].[OH2:12].[OH2:12].[OH2:12].[Na+:2].[Na+:2]. The yield is 0.990. (3) The reactants are [C:1]12([C:11]3[CH:21]=[CH:20][C:14]([O:15][CH2:16][C:17](O)=[O:18])=[CH:13][CH:12]=3)[CH2:10][CH:5]3[CH2:6][CH:7]([CH2:9][CH:3]([CH2:4]3)[CH2:2]1)[CH2:8]2.[CH3:22][C@H:23]1[NH:28][CH2:27][CH2:26][N:25]([C:29]([O:31][C:32]([CH3:35])([CH3:34])[CH3:33])=[O:30])[CH2:24]1. No catalyst specified. The product is [C:1]12([C:11]3[CH:21]=[CH:20][C:14]([O:15][CH2:16][C:17]([N:28]4[CH2:27][CH2:26][N:25]([C:29]([O:31][C:32]([CH3:34])([CH3:33])[CH3:35])=[O:30])[CH2:24][C@H:23]4[CH3:22])=[O:18])=[CH:13][CH:12]=3)[CH2:2][CH:3]3[CH2:9][CH:7]([CH2:6][CH:5]([CH2:4]3)[CH2:10]1)[CH2:8]2. The yield is 0.910. (4) The reactants are Br[C:2]1[CH:3]=[C:4]([C:8]2([C:21]3[CH:26]=[CH:25][CH:24]=[CH:23][CH:22]=3)[C:20]3[CH:19]=[CH:18][CH:17]=[CH:16][C:15]=3[C:14]3[C:9]2=[CH:10][CH:11]=[CH:12][CH:13]=3)[CH:5]=[CH:6][CH:7]=1.CC(C)([O-])C.[Na+].[NH2:33][C:34]1[CH:39]=[CH:38][CH:37]=[C:36]([CH3:40])[CH:35]=1.C(P(C(C)(C)C)C(C)(C)C)(C)(C)C. The catalyst is C1C=CC(/C=C/C(/C=C/C2C=CC=CC=2)=O)=CC=1.C1C=CC(/C=C/C(/C=C/C2C=CC=CC=2)=O)=CC=1.[Pd].CCCCCC.C1(C)C=CC=CC=1. The product is [CH3:40][C:36]1[CH:35]=[C:34]([NH:33][C:25]2[CH:24]=[CH:23][CH:22]=[C:21]([C:8]3([C:4]4[CH:5]=[CH:6][CH:7]=[CH:2][CH:3]=4)[C:9]4[CH:10]=[CH:11][CH:12]=[CH:13][C:14]=4[C:15]4[C:20]3=[CH:19][CH:18]=[CH:17][CH:16]=4)[CH:26]=2)[CH:39]=[CH:38][CH:37]=1. The yield is 0.820. (5) The reactants are S(=O)(=O)(O)O.[CH:6]1([C:9]2[N:14]=[C:13]([CH3:15])[C:12]([OH:16])=[C:11]([CH2:17][OH:18])[C:10]=2[CH2:19][OH:20])[CH2:8][CH2:7]1.[OH-].[Na+].[CH3:23][C:24]([CH3:26])=O. No catalyst specified. The product is [CH:6]1([C:9]2[C:10]([CH2:19][OH:20])=[C:11]3[CH2:17][O:18][C:24]([CH3:26])([CH3:23])[O:16][C:12]3=[C:13]([CH3:15])[N:14]=2)[CH2:7][CH2:8]1. The yield is 0.440. (6) The reactants are [CH3:1][Mg]Cl.[Br:4][C:5]1[CH:6]=[CH:7][C:8]([C:11](N(OC)C)=[O:12])=[N:9][CH:10]=1. The catalyst is C1COCC1. The product is [Br:4][C:5]1[CH:6]=[CH:7][C:8]([C:11](=[O:12])[CH3:1])=[N:9][CH:10]=1. The yield is 0.900. (7) The reactants are [F:1][C:2]1[CH:7]=[CH:6][CH:5]=[C:4]([F:8])[C:3]=1[N:9]1[C:14]2[N:15]=[C:16]([NH:27][CH2:28][CH2:29][NH2:30])[N:17]=[C:18]([C:19]3[CH:24]=[CH:23][C:22]([F:25])=[CH:21][C:20]=3[CH3:26])[C:13]=2[CH:12]=[CH:11][C:10]1=[O:31].[F:32][C:33]1[CH:34]=[C:35]([N:39]=[C:40]=[O:41])[CH:36]=[CH:37][CH:38]=1. No catalyst specified. The product is [F:1][C:2]1[CH:7]=[CH:6][CH:5]=[C:4]([F:8])[C:3]=1[N:9]1[C:14]2[N:15]=[C:16]([NH:27][CH2:28][CH2:29][NH:30][C:40]([NH:39][C:35]3[CH:36]=[CH:37][CH:38]=[C:33]([F:32])[CH:34]=3)=[O:41])[N:17]=[C:18]([C:19]3[CH:24]=[CH:23][C:22]([F:25])=[CH:21][C:20]=3[CH3:26])[C:13]=2[CH:12]=[CH:11][C:10]1=[O:31]. The yield is 0.676.